From a dataset of Forward reaction prediction with 1.9M reactions from USPTO patents (1976-2016). Predict the product of the given reaction. (1) Given the reactants [H-].[Na+].[CH:3]([NH:6][C:7]([C:9]1[C:17]2[C:12](=[N:13][CH:14]=[C:15]([O:18][C:19]3[CH:27]=[C:26]4[C:22]([CH:23]=[CH:24][NH:25]4)=[CH:21][CH:20]=3)[N:16]=2)[N:11]([CH2:28][O:29][CH2:30][CH2:31][Si:32]([CH3:35])([CH3:34])[CH3:33])[CH:10]=1)=[O:8])([CH3:5])[CH3:4].I[CH3:37], predict the reaction product. The product is: [CH:3]([NH:6][C:7]([C:9]1[C:17]2[C:12](=[N:13][CH:14]=[C:15]([O:18][C:19]3[CH:27]=[C:26]4[C:22]([CH:23]=[CH:24][N:25]4[CH3:37])=[CH:21][CH:20]=3)[N:16]=2)[N:11]([CH2:28][O:29][CH2:30][CH2:31][Si:32]([CH3:33])([CH3:35])[CH3:34])[CH:10]=1)=[O:8])([CH3:5])[CH3:4]. (2) Given the reactants [F:1][C:2]1[CH:3]=[C:4]2[C:9](=[CH:10][CH:11]=1)[N:8]=[C:7]([O:12][CH3:13])[C:6]([NH:14][C:15](=[O:19])OCC)=[N:5]2.[C:20]([C:22]1[CH:27]=[CH:26][CH:25]=[CH:24][C:23]=1[N:28]1[CH2:33][CH2:32][NH:31][CH2:30][CH2:29]1)#[N:21], predict the reaction product. The product is: [F:1][C:2]1[CH:3]=[C:4]2[C:9](=[CH:10][CH:11]=1)[N:8]=[C:7]([O:12][CH3:13])[C:6]([NH:14][C:15]([N:31]1[CH2:30][CH2:29][N:28]([C:23]3[CH:24]=[CH:25][CH:26]=[CH:27][C:22]=3[C:20]#[N:21])[CH2:33][CH2:32]1)=[O:19])=[N:5]2. (3) Given the reactants [C:1]([C:3]1[CH:8]=[CH:7][C:6]([CH:9]2[CH2:14][CH2:13][N:12]([C:15]([C:17]3[CH:18]=[CH:19][C:20]([CH3:36])=[C:21]([NH:23][S:24]([C:27]4[CH:28]=[C:29]([CH:33]=[CH:34][CH:35]=4)[C:30](O)=[O:31])(=[O:26])=[O:25])[CH:22]=3)=[O:16])[CH2:11][CH2:10]2)=[CH:5][CH:4]=1)#[N:2].[CH3:37][NH2:38], predict the reaction product. The product is: [C:1]([C:3]1[CH:8]=[CH:7][C:6]([CH:9]2[CH2:14][CH2:13][N:12]([C:15]([C:17]3[CH:18]=[CH:19][C:20]([CH3:36])=[C:21]([NH:23][S:24]([C:27]4[CH:28]=[C:29]([CH:33]=[CH:34][CH:35]=4)[C:30]([NH:38][CH3:37])=[O:31])(=[O:26])=[O:25])[CH:22]=3)=[O:16])[CH2:11][CH2:10]2)=[CH:5][CH:4]=1)#[N:2]. (4) Given the reactants [H-].[Al+3].[Li+].[H-].[H-].[H-].C[O:8][C:9]([C:11]1[C:12]([C:24]2[CH:29]=[CH:28][CH:27]=[CH:26][C:25]=2[O:30][CH3:31])=[CH:13][CH:14]=[C:15]2[C:20]=1[NH:19][C:18](=[O:21])[C:17]([CH3:23])([CH3:22])[NH:16]2)=O.Cl, predict the reaction product. The product is: [OH:8][CH2:9][C:11]1[C:12]([C:24]2[CH:29]=[CH:28][CH:27]=[CH:26][C:25]=2[O:30][CH3:31])=[CH:13][CH:14]=[C:15]2[C:20]=1[NH:19][C:18](=[O:21])[C:17]([CH3:22])([CH3:23])[NH:16]2. (5) Given the reactants C([O:5][C:6]([NH:8][C@@H:9]([CH2:13][C:14]1[CH:19]=[CH:18][C:17]([F:20])=[CH:16][CH:15]=1)[C:10]([OH:12])=[O:11])=O)(C)(C)C.ClC(Cl)(OC(=O)OC(Cl)(Cl)Cl)Cl.C(N(CC)CC)C, predict the reaction product. The product is: [F:20][C:17]1[CH:18]=[CH:19][C:14]([CH2:13][C@H:9]2[C:10](=[O:12])[O:11][C:6](=[O:5])[NH:8]2)=[CH:15][CH:16]=1. (6) Given the reactants [Cl:1][C:2]1[CH:3]=[N:4][C:5]2[N:6]([N:8]=[C:9]([C:11]([OH:13])=O)[CH:10]=2)[CH:7]=1.[Br:14][C:15]1[CH:16]=[N:17][C:18]2[CH2:19][CH2:20][NH:21][CH2:22][C:23]=2[CH:24]=1, predict the reaction product. The product is: [Br:14][C:15]1[CH:16]=[N:17][C:18]2[CH2:19][CH2:20][N:21]([C:11]([C:9]3[CH:10]=[C:5]4[N:4]=[CH:3][C:2]([Cl:1])=[CH:7][N:6]4[N:8]=3)=[O:13])[CH2:22][C:23]=2[CH:24]=1. (7) Given the reactants [Br:1][C:2]1[CH:7]=[CH:6][C:5]([C@H:8]2[CH2:10][C@@H:9]2[C:11]([N:13]2[CH2:18][CH2:17][CH2:16][CH2:15][CH2:14]2)=O)=[CH:4][CH:3]=1.C1COCC1, predict the reaction product. The product is: [Br:1][C:2]1[CH:7]=[CH:6][C:5]([C@H:8]2[CH2:10][C@@H:9]2[CH2:11][N:13]2[CH2:18][CH2:17][CH2:16][CH2:15][CH2:14]2)=[CH:4][CH:3]=1. (8) Given the reactants [F:1][C:2]1[CH:3]=[CH:4][C:5]([CH3:19])=[C:6]([C:8]2[CH:17]=[C:16]3[C:11]([CH:12]=[C:13]([NH2:18])[N:14]=[CH:15]3)=[CH:10][CH:9]=2)[CH:7]=1.[F:20][C:21]1([F:27])[CH2:23][CH:22]1[C:24](O)=[O:25].F[P-](F)(F)(F)(F)F.N1(O[P+](N2CCCC2)(N2CCCC2)N2CCCC2)C2N=CC=CC=2N=N1.CN(C)C=O.C(N(CC)C(C)C)(C)C, predict the reaction product. The product is: [F:20][C:21]1([F:27])[CH2:23][CH:22]1[C:24]([NH:18][C:13]1[N:14]=[CH:15][C:16]2[C:11]([CH:12]=1)=[CH:10][CH:9]=[C:8]([C:6]1[CH:7]=[C:2]([F:1])[CH:3]=[CH:4][C:5]=1[CH3:19])[CH:17]=2)=[O:25].